From a dataset of Reaction yield outcomes from USPTO patents with 853,638 reactions. Predict the reaction yield, written as a fraction of the theoretical maximum amount of product (1.0 means a 100% yield; for example, 0.34 means a 34% yield). (1) The reactants are [H-].[Na+].[OH:3][C:4]1[CH:11]=[CH:10][C:7]([CH:8]=[O:9])=[C:6]([O:12][CH3:13])[CH:5]=1.[CH3:14][O:15][CH2:16][CH2:17][O:18][CH2:19]Cl.O. The catalyst is O1CCCC1.CN(C)C=O. The product is [CH3:13][O:12][C:6]1[CH:5]=[C:4]([O:3][CH2:14][O:15][CH2:16][CH2:17][O:18][CH3:19])[CH:11]=[CH:10][C:7]=1[CH:8]=[O:9]. The yield is 0.950. (2) The reactants are [F:1][C:2]1[C:3]([F:13])=[C:4]([F:12])[C:5]2[S:9][C:8]([NH2:10])=[N:7][C:6]=2[CH:11]=1.[F:14][C:15]1[CH:16]=[C:17]([CH:21]=[C:22]([C:24]([F:27])([F:26])[F:25])[CH:23]=1)[C:18](Cl)=[O:19].Br[CH:29]([CH2:34][CH3:35])[C:30]([O:32]C)=[O:31].COC1C=CC2N=C(N)SC=2C=1.ClC1C=C(C=CC=1)C(Cl)=O.BrCC(OCC)=O. No catalyst specified. The product is [F:1][C:2]1[C:3]([F:13])=[C:4]([F:12])[C:5]2[S:9][C:8](=[N:10][C:18](=[O:19])[C:17]3[CH:21]=[C:22]([C:24]([F:27])([F:26])[F:25])[CH:23]=[C:15]([F:14])[CH:16]=3)[N:7]([CH:29]([CH2:34][CH3:35])[C:30]([OH:32])=[O:31])[C:6]=2[CH:11]=1. The yield is 0.140. (3) The reactants are C(O)C.[C:4]1([S:14]([CH2:17][C:18]2[CH:19]=[C:20]([CH:35]=[CH:36][C:37]=2[N+:38]([O-])=O)[O:21][CH2:22][CH2:23][O:24][S:25]([C:28]2[CH:33]=[CH:32][C:31]([CH3:34])=[CH:30][CH:29]=2)(=[O:27])=[O:26])(=[O:16])=[O:15])[C:13]2[C:8](=[CH:9][CH:10]=[CH:11][CH:12]=2)[CH:7]=[CH:6][CH:5]=1. The catalyst is [Pd].C1COCC1. The product is [NH2:38][C:37]1[CH:36]=[CH:35][C:20]([O:21][CH2:22][CH2:23][O:24][S:25]([C:28]2[CH:33]=[CH:32][C:31]([CH3:34])=[CH:30][CH:29]=2)(=[O:26])=[O:27])=[CH:19][C:18]=1[CH2:17][S:14]([C:4]1[C:13]2[C:8](=[CH:9][CH:10]=[CH:11][CH:12]=2)[CH:7]=[CH:6][CH:5]=1)(=[O:15])=[O:16]. The yield is 0.880. (4) The reactants are [CH3:1][O:2][C:3]1[CH:11]=[C:10]2[C:6]([C:7]([C:14]([OH:16])=O)=[C:8]([CH3:13])[N:9]2[CH3:12])=[CH:5][CH:4]=1.C(Cl)(=O)C(Cl)=O.[CH2:23]([NH2:27])[CH2:24][CH2:25][CH3:26]. No catalyst specified. The product is [CH2:23]([NH:27][C:14]([C:7]1[C:6]2[C:10](=[CH:11][C:3]([O:2][CH3:1])=[CH:4][CH:5]=2)[N:9]([CH3:12])[C:8]=1[CH3:13])=[O:16])[CH2:24][CH2:25][CH3:26]. The yield is 0.710. (5) The reactants are [OH:1][CH2:2][CH2:3][CH2:4][O:5][C@H:6]1[CH2:11][CH2:10][C@H:9]([N:12]2[C:17](=[O:18])[C:16]([CH2:19][C:20]3[CH:25]=[CH:24][C:23]([C:26]4[C:27]([C:32]#[N:33])=[CH:28][CH:29]=[CH:30][CH:31]=4)=[CH:22][CH:21]=3)=[C:15]([CH2:34][CH2:35][CH3:36])[N:14]3[N:37]=[CH:38][N:39]=[C:13]23)[CH2:8][CH2:7]1.FC(F)(F)S(O[Si](C(C)(C)C)(C)C)(=O)=O.[N:55]1C(C)=CC=CC=1C.[Cl-].O[NH3+].[C:66](=[O:69])([O-])[OH:67].[Na+]. The catalyst is C(OCC)(=O)C.CS(C)=O.O1CCCC1. The product is [OH:1][CH2:2][CH2:3][CH2:4][O:5][C@H:6]1[CH2:11][CH2:10][C@H:9]([N:12]2[C:17](=[O:18])[C:16]([CH2:19][C:20]3[CH:21]=[CH:22][C:23]([C:26]4[CH:31]=[CH:30][CH:29]=[CH:28][C:27]=4[C:32]4[NH:55][C:66](=[O:69])[O:67][N:33]=4)=[CH:24][CH:25]=3)=[C:15]([CH2:34][CH2:35][CH3:36])[N:14]3[N:37]=[CH:38][N:39]=[C:13]23)[CH2:8][CH2:7]1. The yield is 0.490. (6) The reactants are CS([O:5][C@@H:6]1[CH2:10][CH2:9][O:8][CH2:7]1)(=O)=O.[OH:11][CH2:12][C:13]1[CH:14]=[C:15]([C:19]2[C:24]([CH3:25])=[CH:23][C:22](O)=[CH:21][C:20]=2[CH3:27])[CH:16]=[CH:17][CH:18]=1.C(=O)([O-])[O-].[Cs+].[Cs+]. The catalyst is CN(C)C=O. The product is [CH3:25][C:24]1[CH:23]=[C:22]([O:5][C@H:6]2[CH2:10][CH2:9][O:8][CH2:7]2)[CH:21]=[C:20]([CH3:27])[C:19]=1[C:15]1[CH:16]=[CH:17][CH:18]=[C:13]([CH2:12][OH:11])[CH:14]=1. The yield is 0.540. (7) The reactants are [Cl:1][C:2]1[N:7]=[C:6](Cl)[C:5]([F:9])=[CH:4][N:3]=1.N#N.[CH2:12]1[CH2:22][O:21][C:20]2[CH:19]=[CH:18][C:16]([NH2:17])=[CH:15][C:14]=2[O:13]1.Cl. The catalyst is O.CO. The product is [Cl:1][C:2]1[N:7]=[C:6]([NH:17][C:16]2[CH:18]=[CH:19][C:20]3[O:21][CH2:22][CH2:12][O:13][C:14]=3[CH:15]=2)[C:5]([F:9])=[CH:4][N:3]=1. The yield is 0.780. (8) The reactants are Br[CH2:2][C:3]1[CH:4]=[C:5]([CH:8]=[C:9]([N+:11]([O-:13])=[O:12])[CH:10]=1)[C:6]#[N:7].[NH:14]1[CH2:18][CH2:17][CH2:16][CH2:15]1.C(N(CC)CC)C. The catalyst is C(Cl)Cl. The product is [N+:11]([C:9]1[CH:8]=[C:5]([CH:4]=[C:3]([CH2:2][N:14]2[CH2:18][CH2:17][CH2:16][CH2:15]2)[CH:10]=1)[C:6]#[N:7])([O-:13])=[O:12]. The yield is 0.900.